Dataset: Full USPTO retrosynthesis dataset with 1.9M reactions from patents (1976-2016). Task: Predict the reactants needed to synthesize the given product. (1) Given the product [CH3:36][C:37]1[CH:45]=[C:44]([CH3:46])[CH:43]=[CH:42][C:38]=1[C:39]([O:29][CH2:28][C:25]1[CH:24]=[CH:23][C:22]([CH:12]([CH2:13][NH:14][C:15]([O:16][C:17]([CH3:20])([CH3:19])[CH3:18])=[O:21])[C:11]([NH:10][C:7]2[CH:8]=[CH:9][C:4]([C:1](=[O:3])[NH2:2])=[C:5]([F:31])[CH:6]=2)=[O:30])=[CH:27][CH:26]=1)=[O:40], predict the reactants needed to synthesize it. The reactants are: [C:1]([C:4]1[CH:9]=[CH:8][C:7]([NH:10][C:11](=[O:30])[CH:12]([C:22]2[CH:27]=[CH:26][C:25]([CH2:28][OH:29])=[CH:24][CH:23]=2)[CH2:13][NH:14][C:15](=[O:21])[O:16][C:17]([CH3:20])([CH3:19])[CH3:18])=[CH:6][C:5]=1[F:31])(=[O:3])[NH2:2].C(Cl)CCl.[CH3:36][C:37]1[CH:45]=[C:44]([CH3:46])[CH:43]=[CH:42][C:38]=1[C:39](O)=[O:40]. (2) Given the product [C:1]([O:5][C:6]([N:8]1[C:16]2[C:11](=[CH:12][C:13]([OH:17])=[CH:14][CH:15]=2)[CH:10]=[CH:9]1)=[O:7])([CH3:4])([CH3:2])[CH3:3], predict the reactants needed to synthesize it. The reactants are: [C:1]([O:5][C:6]([N:8]1[C:16]2[C:11](=[CH:12][C:13]([O:17]C(OC(C)(C)C)=O)=[CH:14][CH:15]=2)[CH:10]=[CH:9]1)=[O:7])([CH3:4])([CH3:3])[CH3:2].N1CCOCC1. (3) Given the product [CH3:27][O:28][C:29]1[CH:30]=[C:31]2[C:36](=[CH:37][C:38]=1[O:39][CH3:40])[N:35]=[CH:34][N:33]=[C:32]2[O:41][C:42]1[CH:43]=[C:44]([NH:45][C:13]([NH:12][C:11]2[N:7]([C:4]3[CH:3]=[CH:2][C:1]([CH3:26])=[CH:6][CH:5]=3)[N:8]=[C:9]([C:22]([F:23])([F:25])[F:24])[CH:10]=2)=[O:21])[CH:46]=[CH:47][CH:48]=1, predict the reactants needed to synthesize it. The reactants are: [C:1]1([CH3:26])[CH:6]=[CH:5][C:4]([N:7]2[C:11]([NH:12][C:13](=[O:21])OC3C=CC=CC=3)=[CH:10][C:9]([C:22]([F:25])([F:24])[F:23])=[N:8]2)=[CH:3][CH:2]=1.[CH3:27][O:28][C:29]1[CH:30]=[C:31]2[C:36](=[CH:37][C:38]=1[O:39][CH3:40])[N:35]=[CH:34][N:33]=[C:32]2[O:41][C:42]1[CH:43]=[C:44]([CH:46]=[CH:47][CH:48]=1)[NH2:45]. (4) Given the product [Br:26][CH2:27][C:28]([NH:1][C:2]1[S:6][C:5]2[CH2:7][CH2:8][CH2:9][CH2:10][C:4]=2[C:3]=1[C:11]([NH:13][CH2:14][CH2:15][OH:16])=[O:12])=[O:29], predict the reactants needed to synthesize it. The reactants are: [NH2:1][C:2]1[S:6][C:5]2[CH2:7][CH2:8][CH2:9][CH2:10][C:4]=2[C:3]=1[C:11]([NH:13][CH2:14][CH2:15][OH:16])=[O:12].CCN(C(C)C)C(C)C.[Br:26][CH2:27][C:28](Br)=[O:29]. (5) Given the product [CH3:1][N:2]1[CH2:6][CH2:5][CH:4]([C:7]([NH:14][C:15]2[CH:20]=[C:19]([O:21][C:22]3[CH:27]=[N:26][C:25]([NH:28][C:29]([NH:31][C:32](=[O:37])[C:33]([CH3:35])([CH3:34])[CH3:36])=[O:30])=[CH:24][CH:23]=3)[CH:18]=[CH:17][N:16]=2)=[O:9])[CH2:3]1, predict the reactants needed to synthesize it. The reactants are: [CH3:1][N:2]1[CH2:6][CH2:5][CH:4]([C:7]([OH:9])=O)[CH2:3]1.S(Cl)(Cl)=O.[NH2:14][C:15]1[CH:20]=[C:19]([O:21][C:22]2[CH:23]=[CH:24][C:25]([NH:28][C:29]([NH:31][C:32](=[O:37])[C:33]([CH3:36])([CH3:35])[CH3:34])=[O:30])=[N:26][CH:27]=2)[CH:18]=[CH:17][N:16]=1.CCN(C(C)C)C(C)C.C([O-])([O-])=O.[K+].[K+]. (6) Given the product [CH2:1]([O:8][C:9]1[CH:16]=[CH:15][C:12]([C:13]2[NH:17][C:18]3=[N:23][C:22]([CH2:24][C:25]([O:27][CH2:28][CH3:29])=[O:26])=[CH:21][CH:20]=[C:19]3[N:30]=2)=[CH:11][CH:10]=1)[C:2]1[CH:7]=[CH:6][CH:5]=[CH:4][CH:3]=1, predict the reactants needed to synthesize it. The reactants are: [CH2:1]([O:8][C:9]1[CH:16]=[CH:15][C:12]([CH:13]=O)=[CH:11][CH:10]=1)[C:2]1[CH:7]=[CH:6][CH:5]=[CH:4][CH:3]=1.[NH2:17][C:18]1[N:23]=[C:22]([CH2:24][C:25]([O:27][CH2:28][CH3:29])=[O:26])[CH:21]=[CH:20][C:19]=1[N+:30]([O-])=O.S(S([O-])=O)([O-])=O.[Na+].[Na+].[NH4+].[OH-]. (7) Given the product [Cl:1][C:2]1[CH:22]=[CH:21][CH:20]=[C:19]([Cl:23])[C:3]=1[CH2:4][C:5]1[S:6][C:7]2[N:8]=[C:9]([S:17][CH3:18])[N:10]=[C:11]([OH:14])[C:12]=2[N:13]=1, predict the reactants needed to synthesize it. The reactants are: [Cl:1][C:2]1[CH:22]=[CH:21][CH:20]=[C:19]([Cl:23])[C:3]=1[CH2:4][C:5]1[S:6][C:7]2[N:8]=[C:9]([S:17][CH3:18])[N:10]=[C:11]([O:14]CC)[C:12]=2[N:13]=1.O1CCOCC1.Cl. (8) Given the product [OH:33][C@H:24]([CH2:25][O:26][C:27]1[CH:32]=[CH:31][CH:30]=[CH:29][CH:28]=1)[CH2:23][NH:22][CH:2]1[CH2:7][CH2:6][N:5]([C:8]2[CH:21]=[CH:20][C:11]([CH:12]=[C:13]3[S:17][C:16](=[O:18])[NH:15][C:14]3=[O:19])=[CH:10][CH:9]=2)[CH2:4][CH2:3]1, predict the reactants needed to synthesize it. The reactants are: O=[C:2]1[CH2:7][CH2:6][N:5]([C:8]2[CH:21]=[CH:20][C:11]([CH:12]=[C:13]3[S:17][C:16](=[O:18])[NH:15][C:14]3=[O:19])=[CH:10][CH:9]=2)[CH2:4][CH2:3]1.[NH2:22][CH2:23][C@H:24]([OH:33])[CH2:25][O:26][C:27]1[CH:32]=[CH:31][CH:30]=[CH:29][CH:28]=1. (9) The reactants are: [OH:1][C:2]1[CH:7]=[CH:6][C:5]([C:8]([C:10]2[CH:15]=[CH:14][C:13]([CH2:16][C:17]([O:19][CH3:20])=[O:18])=[CH:12][CH:11]=2)=O)=[CH:4][CH:3]=1.[CH3:21][C:22]1([CH3:31])[CH2:27][C:26]([CH3:29])([CH3:28])[CH2:25][C:24](=O)[CH2:23]1.C([O-])([O-])=O.[K+].[K+]. Given the product [OH:1][C:2]1[CH:7]=[CH:6][C:5]([C:8](=[C:24]2[CH2:25][C:26]([CH3:29])([CH3:28])[CH2:27][C:22]([CH3:31])([CH3:21])[CH2:23]2)[C:10]2[CH:15]=[CH:14][C:13]([CH2:16][C:17]([O:19][CH3:20])=[O:18])=[CH:12][CH:11]=2)=[CH:4][CH:3]=1, predict the reactants needed to synthesize it. (10) Given the product [Br:1][CH2:4][C:3]([C:6]1[S:7][CH:8]=[C:9]([C:20]([O:22][CH3:23])=[O:21])[C:10]=1[O:11][C:12]([CH:14]1[CH2:15][CH2:16][CH2:17][CH2:18][CH2:19]1)=[O:13])=[O:5], predict the reactants needed to synthesize it. The reactants are: [Br:1]Br.[C:3]([C:6]1[S:7][CH:8]=[C:9]([C:20]([O:22][CH3:23])=[O:21])[C:10]=1[O:11][C:12]([CH:14]1[CH2:19][CH2:18][CH2:17][CH2:16][CH2:15]1)=[O:13])(=[O:5])[CH3:4].